The task is: Predict the reactants needed to synthesize the given product.. This data is from Full USPTO retrosynthesis dataset with 1.9M reactions from patents (1976-2016). (1) Given the product [N:1]1[CH:6]=[CH:5][CH:4]=[CH:3][C:2]=1[CH2:7][O:8][C:9]1[CH:19]=[CH:18][C:12]([C:13]([OH:15])=[O:14])=[CH:11][CH:10]=1, predict the reactants needed to synthesize it. The reactants are: [N:1]1[CH:6]=[CH:5][CH:4]=[CH:3][C:2]=1[CH2:7][O:8][C:9]1[CH:19]=[CH:18][C:12]([C:13]([O:15]CC)=[O:14])=[CH:11][CH:10]=1.[OH-].[Na+]. (2) Given the product [F:20][C:21]1[CH:22]=[C:23]([CH:27]=[CH:28][CH:29]=1)[C:24]([NH:19][C:3]1[CH:4]=[CH:5][C:6]([N:8]2[CH2:12][CH2:11][C@H:10]([N:13]3[CH2:17][CH2:16][CH2:15][C@@H:14]3[CH3:18])[CH2:9]2)=[CH:7][C:2]=1[CH3:1])=[O:25], predict the reactants needed to synthesize it. The reactants are: [CH3:1][C:2]1[CH:7]=[C:6]([N:8]2[CH2:12][CH2:11][C@H:10]([N:13]3[CH2:17][CH2:16][CH2:15][C@@H:14]3[CH3:18])[CH2:9]2)[CH:5]=[CH:4][C:3]=1[NH2:19].[F:20][C:21]1[CH:22]=[C:23]([CH:27]=[CH:28][CH:29]=1)[C:24](O)=[O:25]. (3) Given the product [ClH:40].[NH2:1][C:2]1[N:33]([CH2:34][CH3:35])[C:6]2[N:7]=[C:8]([NH:11][C:12]3[CH:17]=[CH:16][C:15]([CH:18]4[CH2:23][CH2:22][NH:21][CH2:20][CH2:19]4)=[CH:14][C:13]=3[O:31][CH3:32])[N:9]=[CH:10][C:5]=2[C:4](=[O:36])[C:3]=1[C:37]([NH2:38])=[O:39], predict the reactants needed to synthesize it. The reactants are: [NH2:1][C:2]1[N:33]([CH2:34][CH3:35])[C:6]2[N:7]=[C:8]([NH:11][C:12]3[CH:17]=[CH:16][C:15]([CH:18]4[CH2:23][CH2:22][N:21](C(OC(C)(C)C)=O)[CH2:20][CH2:19]4)=[CH:14][C:13]=3[O:31][CH3:32])[N:9]=[CH:10][C:5]=2[C:4](=[O:36])[C:3]=1[C:37](=[O:39])[NH2:38].[ClH:40].CCOCC.